This data is from Reaction yield outcomes from USPTO patents with 853,638 reactions. The task is: Predict the reaction yield, written as a fraction of the theoretical maximum amount of product (1.0 means a 100% yield; for example, 0.34 means a 34% yield). (1) The reactants are [CH:1]1([C:4]2[C:12]3[C:7](=[N:8][CH:9]=[C:10]([NH2:13])[CH:11]=3)[NH:6][N:5]=2)[CH2:3][CH2:2]1.[Cl:14][C:15]1[C:23]([NH:24][S:25]([CH2:28][CH2:29][CH3:30])(=[O:27])=[O:26])=[CH:22][CH:21]=[C:20]([F:31])[C:16]=1[C:17](O)=[O:18].CCN=C=NCCCN(C)C.C1C=CC2N(O)N=NC=2C=1. The catalyst is CN(C=O)C.C(OCC)(=O)C. The product is [Cl:14][C:15]1[C:23]([NH:24][S:25]([CH2:28][CH2:29][CH3:30])(=[O:26])=[O:27])=[CH:22][CH:21]=[C:20]([F:31])[C:16]=1[C:17]([NH:13][C:10]1[CH:11]=[C:12]2[C:4]([CH:1]3[CH2:3][CH2:2]3)=[N:5][NH:6][C:7]2=[N:8][CH:9]=1)=[O:18]. The yield is 0.660. (2) The reactants are Cl[C:2]1[N:6]([CH2:7][CH3:8])[N:5]=[CH:4][C:3]=1[N+:9]([O-:11])=[O:10].[F:12][C:13]([F:25])([F:24])[C:14]([NH:16][C@H:17]1[CH2:23][CH2:22][CH2:21][NH:20][CH2:19][CH2:18]1)=[O:15]. No catalyst specified. The product is [CH2:7]([N:6]1[C:2]([N:20]2[CH2:21][CH2:22][CH2:23][C@H:17]([NH:16][C:14](=[O:15])[C:13]([F:24])([F:12])[F:25])[CH2:18][CH2:19]2)=[C:3]([N+:9]([O-:11])=[O:10])[CH:4]=[N:5]1)[CH3:8]. The yield is 0.440. (3) The reactants are [O:1]=[S:2]1(=[O:54])[CH2:7][CH2:6][CH:5]([CH2:8][O:9][C:10]2[CH:15]=[C:14]([CH3:16])[C:13]([C:17]3[CH:22]=[CH:21][CH:20]=[C:19]([CH2:23][N:24](S(C4C=CC=CC=4[N+]([O-])=O)(=O)=O)[C:25]4[CH:30]=[CH:29][C:28]([CH2:31][CH2:32][C:33]([O:35][C:36]([CH3:39])([CH3:38])[CH3:37])=[O:34])=[C:27]([F:40])[CH:26]=4)[CH:18]=3)=[C:12]([CH3:53])[CH:11]=2)[CH2:4][CH2:3]1.SCC(O)=O.O.[OH-].[Li+]. The catalyst is CN(C)C=O.C(OCC)(=O)C. The product is [O:54]=[S:2]1(=[O:1])[CH2:7][CH2:6][CH:5]([CH2:8][O:9][C:10]2[CH:11]=[C:12]([CH3:53])[C:13]([C:17]3[CH:22]=[CH:21][CH:20]=[C:19]([CH2:23][NH:24][C:25]4[CH:30]=[CH:29][C:28]([CH2:31][CH2:32][C:33]([O:35][C:36]([CH3:37])([CH3:38])[CH3:39])=[O:34])=[C:27]([F:40])[CH:26]=4)[CH:18]=3)=[C:14]([CH3:16])[CH:15]=2)[CH2:4][CH2:3]1. The yield is 0.850. (4) The reactants are C[O:2][C:3]([C:5]1[C:9]([C:10]2[N:11]=[C:12]([NH:18][C:19]([O:21][C:22]([CH3:25])([CH3:24])[CH3:23])=[O:20])[S:13][C:14]=2[C:15](=[O:17])[CH3:16])=[CH:8][N:7]([CH2:26][C:27]2[CH:32]=[CH:31][C:30]([O:33][CH3:34])=[CH:29][CH:28]=2)[N:6]=1)=O.CC(C[AlH]CC(C)C)C.CO. The catalyst is C1COCC1. The product is [C:22]([O:21][C:19](=[O:20])[NH:18][C:12]1[S:13][C:14]([CH:15]([OH:17])[CH3:16])=[C:10]([C:9]2[C:5]([CH:3]=[O:2])=[N:6][N:7]([CH2:26][C:27]3[CH:28]=[CH:29][C:30]([O:33][CH3:34])=[CH:31][CH:32]=3)[CH:8]=2)[N:11]=1)([CH3:24])([CH3:23])[CH3:25]. The yield is 0.570. (5) The reactants are C(=O)([S:3][CH2:4][CH2:5][C:6]([NH:8][CH2:9][CH2:10][O:11][CH3:12])=[O:7])C.[OH-].[Li+]. The catalyst is O1CCCC1.O. The product is [SH:3][CH2:4][CH2:5][C:6]([NH:8][CH2:9][CH2:10][O:11][CH3:12])=[O:7]. The yield is 0.930. (6) The product is [CH:3]12[NH:2][CH:6]([CH2:5][CH2:4]1)[CH2:7][C:8](=[O:9])[CH2:10]2. The catalyst is ClCCCl. The yield is 0.830. The reactants are C[N:2]1[CH:6]2[CH2:7][C:8]([CH2:10][CH:3]1[CH2:4][CH2:5]2)=[O:9].ClC(OC(Cl)C)=O. (7) The product is [CH3:12][C:13]1[N:14]=[CH:15][N:16]([C:2]2[CH:7]=[CH:6][N:5]=[C:4]([NH2:8])[C:3]=2[N+:9]([O-:11])=[O:10])[CH:17]=1. The yield is 0.316. The reactants are Cl[C:2]1[CH:7]=[CH:6][N:5]=[C:4]([NH2:8])[C:3]=1[N+:9]([O-:11])=[O:10].[CH3:12][C:13]1[N:14]=[CH:15][NH:16][CH:17]=1. The catalyst is CN(C=O)C. (8) The reactants are [NH:1]1[CH2:4][CH:3]([CH2:5][NH:6][C:7]2[C:8]3[O:16][CH:15]=[CH:14][C:9]=3[N:10]=[C:11]([Cl:13])[N:12]=2)[CH2:2]1.C(N(CC)CC)C.[C:24](Cl)(=[O:27])[CH:25]=[CH2:26]. The catalyst is ClCCl. The product is [Cl:13][C:11]1[N:12]=[C:7]([NH:6][CH2:5][CH:3]2[CH2:4][N:1]([C:24](=[O:27])[CH:25]=[CH2:26])[CH2:2]2)[C:8]2[O:16][CH:15]=[CH:14][C:9]=2[N:10]=1. The yield is 0.720. (9) The reactants are [C:1]([O:9][CH2:10][C@H:11]1[O:23][C@@:14]2([C:24]#[N:25])[N:15]3[CH:20]=[CH:19][C:18](=[O:21])[N:17]=[C:16]3[O:22][C@H:13]2[C@@H:12]1[O:26][C:27](=[O:34])[C:28]1[CH:33]=[CH:32][CH:31]=[CH:30][CH:29]=1)(=[O:8])[C:2]1[CH:7]=[CH:6][CH:5]=[CH:4][CH:3]=1.Cl.CN(C)C=[O:39]. No catalyst specified. The product is [C:1]([O:9][CH2:10][C@@H:11]1[C@@H:12]([O:26][C:27](=[O:34])[C:28]2[CH:33]=[CH:32][CH:31]=[CH:30][CH:29]=2)[C@H:13]([OH:22])[C@:14]([C:24]#[N:25])([N:15]2[CH:20]=[CH:19][C:18](=[O:21])[NH:17][C:16]2=[O:39])[O:23]1)(=[O:8])[C:2]1[CH:3]=[CH:4][CH:5]=[CH:6][CH:7]=1. The yield is 0.940.